Task: Predict the product of the given reaction.. Dataset: Forward reaction prediction with 1.9M reactions from USPTO patents (1976-2016) (1) Given the reactants Cl[CH2:2][S:3]([NH:6][C:7]1[CH:8]=[C:9]2[C:14](=[CH:15][CH:16]=1)[CH:13]=[N:12][CH:11]=[CH:10]2)(=[O:5])=[O:4].[NH2:17][C:18]1[CH:19]=[C:20]([CH:25]=[CH:26][CH:27]=1)[C:21]([NH:23][CH3:24])=[O:22], predict the reaction product. The product is: [NH3:6].[CH:13]1[C:14]2[C:9](=[CH:8][C:7]([NH:6][S:3]([CH2:2][NH:17][C:18]3[CH:19]=[C:20]([CH:25]=[CH:26][CH:27]=3)[C:21]([NH:23][CH3:24])=[O:22])(=[O:5])=[O:4])=[CH:16][CH:15]=2)[CH:10]=[CH:11][N:12]=1. (2) Given the reactants Br[C:2]1[CH:7]=[CH:6][C:5]([C@H:8]2[C@H:13]([C:14]3[CH:15]=[N:16][CH:17]=[CH:18][CH:19]=3)[CH2:12][CH2:11][N:10]([C:20]([O:22][C:23]([CH3:26])([CH3:25])[CH3:24])=[O:21])[CH2:9]2)=[C:4]([CH3:27])[CH:3]=1.B1(B2OC(C)(C)C(C)(C)O2)OC(C)(C)C(C)(C)O1.CC([O-])=O.[K+].Br[C:52]1[CH:57]=[CH:56][C:55]([O:58][CH2:59][CH2:60][O:61][CH3:62])=[CH:54][C:53]=1[CH2:63][CH2:64][CH2:65][O:66][CH3:67].C([O-])([O-])=O.[Na+].[Na+], predict the reaction product. The product is: [CH3:62][O:61][CH2:60][CH2:59][O:58][C:55]1[CH:56]=[CH:57][C:52]([C:2]2[CH:7]=[CH:6][C:5]([C@H:8]3[C@H:13]([C:14]4[CH:15]=[N:16][CH:17]=[CH:18][CH:19]=4)[CH2:12][CH2:11][N:10]([C:20]([O:22][C:23]([CH3:25])([CH3:26])[CH3:24])=[O:21])[CH2:9]3)=[C:4]([CH3:27])[CH:3]=2)=[C:53]([CH2:63][CH2:64][CH2:65][O:66][CH3:67])[CH:54]=1.